From a dataset of Full USPTO retrosynthesis dataset with 1.9M reactions from patents (1976-2016). Predict the reactants needed to synthesize the given product. (1) Given the product [O:1]1[C:6]2[CH:7]=[CH:8][CH:9]=[CH:10][C:5]=2[O:4][CH2:3][C@@H:2]1[CH2:11][N:13]1[CH2:18][CH2:17][CH2:16][C@H:15]([C:19]2[CH:24]=[CH:23][CH:22]=[C:21]([F:25])[CH:20]=2)[CH2:14]1, predict the reactants needed to synthesize it. The reactants are: [O:1]1[C:6]2[CH:7]=[CH:8][CH:9]=[CH:10][C:5]=2[O:4][CH2:3][C@@H:2]1[C:11]([N:13]1[CH2:18][CH2:17][CH2:16][C@H:15]([C:19]2[CH:24]=[CH:23][CH:22]=[C:21]([F:25])[CH:20]=2)[CH2:14]1)=O. (2) Given the product [C:47]([C:43]1[CH:44]=[C:45]2[C:40](=[CH:41][CH:42]=1)[C:39](=[O:51])[N:38]([C:24]1[CH:25]=[CH:26][CH:27]=[C:28]([C:2]3[N:3]=[C:4]([NH:10][C:11]4[CH:12]=[N:13][N:14]([CH2:16][CH3:17])[CH:15]=4)[C:5](=[O:9])[N:6]([CH3:8])[CH:7]=3)[C:23]=1[CH2:22][OH:21])[CH2:46]2)([CH3:50])([CH3:48])[CH3:49], predict the reactants needed to synthesize it. The reactants are: Br[C:2]1[N:3]=[C:4]([NH:10][C:11]2[CH:12]=[N:13][N:14]([CH2:16][CH3:17])[CH:15]=2)[C:5](=[O:9])[N:6]([CH3:8])[CH:7]=1.C([O:21][CH2:22][C:23]1[C:28](B2OC(C)(C)C(C)(C)O2)=[CH:27][CH:26]=[CH:25][C:24]=1[N:38]1[CH2:46][C:45]2[C:40](=[CH:41][CH:42]=[C:43]([C:47]([CH3:50])([CH3:49])[CH3:48])[CH:44]=2)[C:39]1=[O:51])(=O)C. (3) Given the product [CH2:1]([O:3][C:4]([C:6]1[N:7]=[C:8]2[C:13]([C:14]([F:17])([F:16])[F:15])=[CH:12][C:11]([C:22]3[O:21][CH:25]=[CH:24][CH:23]=3)=[CH:10][N:9]2[C:19]=1[Cl:20])=[O:5])[CH3:2], predict the reactants needed to synthesize it. The reactants are: [CH2:1]([O:3][C:4]([C:6]1[N:7]=[C:8]2[C:13]([C:14]([F:17])([F:16])[F:15])=[CH:12][C:11](Br)=[CH:10][N:9]2[C:19]=1[Cl:20])=[O:5])[CH3:2].[O:21]1[CH:25]=[CH:24][CH:23]=[C:22]1B(O)O. (4) The reactants are: Cl[C:2]1[CH:11]=[CH:10][C:9]2[C:4](=[CH:5][CH:6]=[C:7]([Cl:22])[C:8]=2[NH:12][C:13](=[O:21])[CH2:14][CH:15]2[CH2:20][CH2:19][CH2:18][CH2:17][CH2:16]2)[N:3]=1.[NH:23]1[CH2:28][CH2:27][CH:26]([C:29]([O:31][CH2:32][CH3:33])=[O:30])[CH2:25][CH2:24]1. Given the product [Cl:22][C:7]1[C:8]([NH:12][C:13](=[O:21])[CH2:14][CH:15]2[CH2:20][CH2:19][CH2:18][CH2:17][CH2:16]2)=[C:9]2[C:4](=[CH:5][CH:6]=1)[N:3]=[C:2]([N:23]1[CH2:28][CH2:27][CH:26]([C:29]([O:31][CH2:32][CH3:33])=[O:30])[CH2:25][CH2:24]1)[CH:11]=[CH:10]2, predict the reactants needed to synthesize it. (5) Given the product [Li+:33].[C:14]([C:18]1[CH:19]=[CH:20][C:21]([N:24]2[CH2:31][CH:30]3[CH2:29][N:28]([CH2:5][CH2:4][C:3]([O-:2])=[O:6])[CH2:27][CH:26]3[CH2:25]2)=[CH:22][CH:23]=1)([CH3:17])([CH3:15])[CH3:16], predict the reactants needed to synthesize it. The reactants are: C[O:2][C:3](=[O:6])[CH:4]=[CH2:5].C(N(CC)CC)C.[C:14]([C:18]1[CH:23]=[CH:22][C:21]([N:24]2[CH2:31][CH:30]3[CH:26]([CH2:27][NH:28][CH2:29]3)[CH2:25]2)=[CH:20][CH:19]=1)([CH3:17])([CH3:16])[CH3:15].[OH-].[Li+:33]. (6) Given the product [CH:1]1([N:4]([CH:18]2[CH2:23][CH2:22][N:21]([C:24](=[O:30])[CH2:25][CH:26]([N:35]3[CH2:36][CH2:37][N:32]([CH3:31])[CH2:33][CH2:34]3)[CH2:27][CH2:28][CH3:29])[CH2:20][CH2:19]2)[S:5]([C:8]2[CH:13]=[CH:12][CH:11]=[C:10]([C:14]([F:15])([F:16])[F:17])[CH:9]=2)(=[O:6])=[O:7])[CH2:3][CH2:2]1, predict the reactants needed to synthesize it. The reactants are: [CH:1]1([N:4]([CH:18]2[CH2:23][CH2:22][N:21]([C:24](=[O:30])[CH:25]=[CH:26][CH2:27][CH2:28][CH3:29])[CH2:20][CH2:19]2)[S:5]([C:8]2[CH:13]=[CH:12][CH:11]=[C:10]([C:14]([F:17])([F:16])[F:15])[CH:9]=2)(=[O:7])=[O:6])[CH2:3][CH2:2]1.[CH3:31][N:32]1[CH2:37][CH2:36][NH:35][CH2:34][CH2:33]1. (7) Given the product [CH3:16][O:8][C:6](=[O:7])[C:5]1[CH:9]=[CH:10][C:11]([CH2:13][OH:15])=[CH:12][C:4]=1[NH2:2], predict the reactants needed to synthesize it. The reactants are: C[N:2]([C:4]1[CH:12]=[C:11]([C:13]([O-:15])=O)[CH:10]=[CH:9][C:5]=1[C:6]([O-:8])=[O:7])C.[CH2:16]1COCC1.CC(C[AlH]CC(C)C)C. (8) Given the product [Cl:1][C:2]1[CH:11]=[CH:10][C:9]2[C:4](=[CH:5][CH:6]=[CH:7][C:8]=2[NH2:12])[N:3]=1, predict the reactants needed to synthesize it. The reactants are: [Cl:1][C:2]1[CH:11]=[CH:10][C:9]2[C:4](=[CH:5][CH:6]=[CH:7][C:8]=2[N+:12]([O-])=O)[N:3]=1.